From a dataset of Full USPTO retrosynthesis dataset with 1.9M reactions from patents (1976-2016). Predict the reactants needed to synthesize the given product. (1) Given the product [CH3:27][O:26][C:21]1[CH:22]=[CH:23][CH:24]=[CH:25][C:20]=1[CH2:19][O:18][CH2:17][CH2:16][CH2:15][O:14][C:11]1[CH:12]=[CH:13][C:8]([CH:7]2[CH2:6][CH2:5][N:4]([C:28]([O:30][CH2:31][C:32]3[CH:33]=[CH:34][CH:35]=[CH:36][CH:37]=3)=[O:29])[CH2:3][CH:2]2[O:1][CH2:39][C:40]2[CH:41]=[CH:42][C:43]3[O:48][CH2:47][C:46](=[O:49])[N:45]([CH2:50][CH2:51][CH2:52][CH2:53][O:54][Si:55]([CH:59]([CH3:61])[CH3:60])([CH:56]([CH3:58])[CH3:57])[CH:62]([CH3:63])[CH3:64])[C:44]=3[CH:65]=2)=[CH:9][CH:10]=1, predict the reactants needed to synthesize it. The reactants are: [OH:1][CH:2]1[CH:7]([C:8]2[CH:13]=[CH:12][C:11]([O:14][CH2:15][CH2:16][CH2:17][O:18][CH2:19][C:20]3[CH:25]=[CH:24][CH:23]=[CH:22][C:21]=3[O:26][CH3:27])=[CH:10][CH:9]=2)[CH2:6][CH2:5][N:4]([C:28]([O:30][CH2:31][C:32]2[CH:37]=[CH:36][CH:35]=[CH:34][CH:33]=2)=[O:29])[CH2:3]1.Cl[CH2:39][C:40]1[CH:41]=[CH:42][C:43]2[O:48][CH2:47][C:46](=[O:49])[N:45]([CH2:50][CH2:51][CH2:52][CH2:53][O:54][Si:55]([CH:62]([CH3:64])[CH3:63])([CH:59]([CH3:61])[CH3:60])[CH:56]([CH3:58])[CH3:57])[C:44]=2[CH:65]=1. (2) Given the product [CH3:8][O:9][C:10]([C:11]1([CH:12]([O:14][C:15](=[O:17])[CH3:16])[CH3:13])[CH2:2][CH2:22][N:23]([CH2:28][C:29]2[CH:34]=[CH:33][CH:32]=[CH:31][CH:30]=2)[CH2:18]1)=[O:19], predict the reactants needed to synthesize it. The reactants are: F[C:2](F)(F)C(O)=O.[CH3:8][O:9][C:10](=[O:19])[C:11](=[CH2:18])[CH:12]([O:14][C:15](=[O:17])[CH3:16])[CH3:13].CO[CH2:22][N:23]([CH2:28][C:29]1[CH:34]=[CH:33][CH:32]=[CH:31][CH:30]=1)[Si](C)(C)C. (3) Given the product [F:20][C:18]1[CH:17]=[CH:16][C:15]([C:21]([NH:23][C:24]2([C:31]([O:33][CH3:34])=[O:32])[CH2:30][CH2:29][CH2:28][CH2:27][CH2:26][CH2:25]2)=[O:22])=[C:14]([NH:13][C:11]([NH:10][C:3]2[C:2]([CH3:1])=[CH:7][C:6]([CH3:8])=[CH:5][C:4]=2[CH3:9])=[O:12])[CH:19]=1, predict the reactants needed to synthesize it. The reactants are: [CH3:1][C:2]1[CH:7]=[C:6]([CH3:8])[CH:5]=[C:4]([CH3:9])[C:3]=1[N:10]=[C:11]=[O:12].[NH2:13][C:14]1[CH:19]=[C:18]([F:20])[CH:17]=[CH:16][C:15]=1[C:21]([NH:23][C:24]1([C:31]([O:33][CH3:34])=[O:32])[CH2:30][CH2:29][CH2:28][CH2:27][CH2:26][CH2:25]1)=[O:22].CCCCCC.C(OCC)(=O)C. (4) Given the product [C:19]([OH:21])(=[O:20])[CH:18]=[CH2:16].[NH2:27][C:26]([O:6][CH2:5][CH3:4])=[O:25], predict the reactants needed to synthesize it. The reactants are: C(O)CC[CH2:4][CH2:5][OH:6].C(O)CCCCCO.[CH2:16]([C:18](CO)(C)[C:19]([OH:21])=[O:20])O.[O:25]=[C:26]=[N:27]C1CC(C)(C)CC(C)(CN=C=O)C1.C(OCCO)(=O)C=C. (5) Given the product [CH2:1]([N:3]1[C:7]([CH2:8][OH:9])=[N:6][CH:5]=[N:4]1)[CH3:2], predict the reactants needed to synthesize it. The reactants are: [CH2:1]([N:3]1[CH:7]=[N:6][CH:5]=[N:4]1)[CH3:2].[CH2:8]=[O:9]. (6) Given the product [F:19][C:18]([F:21])([F:20])[C:13]1[CH:14]=[CH:15][CH:16]=[CH:17][C:12]=1[S:9]([NH:8][C:3]1[C:2]([C:27]2[CH:28]=[CH:29][C:24]([CH2:23][OH:22])=[CH:25][CH:26]=2)=[N:7][CH:6]=[CH:5][N:4]=1)(=[O:11])=[O:10], predict the reactants needed to synthesize it. The reactants are: Cl[C:2]1[C:3]([NH:8][S:9]([C:12]2[CH:17]=[CH:16][CH:15]=[CH:14][C:13]=2[C:18]([F:21])([F:20])[F:19])(=[O:11])=[O:10])=[N:4][CH:5]=[CH:6][N:7]=1.[OH:22][CH2:23][C:24]1[CH:29]=[CH:28][C:27](B(O)O)=[CH:26][CH:25]=1. (7) Given the product [CH2:21]([O:20][C:18]([C:15]1[CH:16]=[CH:17][C:12]2[S:11][CH:10]([CH2:23][CH2:24][CH2:25][C:26]3[CH:27]=[CH:28][C:29]([O:32][CH3:33])=[CH:30][CH:31]=3)[C:9](=[O:34])[N:8]([CH2:7][C:6]([OH:35])=[O:5])[C:13]=2[CH:14]=1)=[O:19])[CH3:22], predict the reactants needed to synthesize it. The reactants are: C([O:5][C:6](=[O:35])[CH2:7][N:8]1[C:13]2[CH:14]=[C:15]([C:18]([O:20][CH2:21][CH3:22])=[O:19])[CH:16]=[CH:17][C:12]=2[S:11][CH:10]([CH2:23][CH2:24][CH2:25][C:26]2[CH:31]=[CH:30][C:29]([O:32][CH3:33])=[CH:28][CH:27]=2)[C:9]1=[O:34])(C)(C)C.CSC.Cl. (8) Given the product [CH3:19][C:17]1[NH:1][C:2]2[C:10]([C:15](=[O:20])[CH:16]=1)=[CH:9][C:5]([C:6]([OH:8])=[O:7])=[CH:4][CH:3]=2, predict the reactants needed to synthesize it. The reactants are: [NH2:1][C:2]1[CH:10]=[CH:9][C:5]([C:6]([OH:8])=[O:7])=[CH:4][CH:3]=1.C(O)(=O)C.[C:15](OCC)(=[O:20])[CH2:16][C:17]([CH3:19])=O. (9) Given the product [Cl:1][C:2]1[CH:3]=[C:4]([NH2:20])[CH:5]=[C:6]([F:19])[C:7]=1[O:8][C:9]1[CH:10]=[N:11][C:12]2[C:17]([CH:18]=1)=[CH:16][CH:15]=[CH:14][CH:13]=2, predict the reactants needed to synthesize it. The reactants are: [Cl:1][C:2]1[CH:3]=[C:4]([N+:20]([O-])=O)[CH:5]=[C:6]([F:19])[C:7]=1[O:8][C:9]1[CH:10]=[N:11][C:12]2[C:17]([CH:18]=1)=[CH:16][CH:15]=[CH:14][CH:13]=2.[NH4+].[Cl-].O.